Task: Predict the product of the given reaction.. Dataset: Forward reaction prediction with 1.9M reactions from USPTO patents (1976-2016) Given the reactants [Br:1][C:2]1[CH:7]=[C:6]([F:8])[CH:5]=[CH:4][C:3]=1[CH2:9]Br.O.C[N+]1([O-])CC[O:16]CC1.[NH4+].[Cl-].CCOC(C)=O, predict the reaction product. The product is: [Br:1][C:2]1[CH:7]=[C:6]([F:8])[CH:5]=[CH:4][C:3]=1[CH:9]=[O:16].